From a dataset of Reaction yield outcomes from USPTO patents with 853,638 reactions. Predict the reaction yield, written as a fraction of the theoretical maximum amount of product (1.0 means a 100% yield; for example, 0.34 means a 34% yield). (1) The reactants are [N:1]12[CH2:8][CH2:7][C:4]([C:9]([C:17]3[CH:22]=[CH:21][CH:20]=[CH:19][CH:18]=3)([C:11]3[CH:16]=[CH:15][CH:14]=[CH:13][CH:12]=3)[OH:10])([CH2:5][CH2:6]1)[CH2:3][CH2:2]2.[Br:23][CH2:24][CH2:25][O:26][CH2:27][C:28]1[CH:33]=[CH:32][C:31]([Cl:34])=[CH:30][CH:29]=1. The catalyst is CC#N.C(Cl)(Cl)Cl. The product is [Br-:23].[Cl:34][C:31]1[CH:30]=[CH:29][C:28]([CH2:27][O:26][CH2:25][CH2:24][N+:1]23[CH2:6][CH2:5][C:4]([C:9]([OH:10])([C:17]4[CH:22]=[CH:21][CH:20]=[CH:19][CH:18]=4)[C:11]4[CH:12]=[CH:13][CH:14]=[CH:15][CH:16]=4)([CH2:3][CH2:2]2)[CH2:7][CH2:8]3)=[CH:33][CH:32]=1. The yield is 0.320. (2) The reactants are [CH2:1]([O:8][C:9]1[CH:18]=[C:17]2[C:12]([C:13]([C:23]3[C:24]([CH3:33])=[C:25]4[C:30](=[CH:31][CH:32]=3)[O:29][CH2:28][CH2:27][CH2:26]4)=[C:14]([CH2:21][OH:22])[N:15]([CH3:20])[C:16]2=[O:19])=[CH:11][CH:10]=1)[C:2]1[CH:7]=[CH:6][CH:5]=[CH:4][CH:3]=1. The catalyst is ClCCl.[O-2].[O-2].[Mn+4]. The product is [CH2:1]([O:8][C:9]1[CH:18]=[C:17]2[C:12]([C:13]([C:23]3[C:24]([CH3:33])=[C:25]4[C:30](=[CH:31][CH:32]=3)[O:29][CH2:28][CH2:27][CH2:26]4)=[C:14]([CH:21]=[O:22])[N:15]([CH3:20])[C:16]2=[O:19])=[CH:11][CH:10]=1)[C:2]1[CH:3]=[CH:4][CH:5]=[CH:6][CH:7]=1. The yield is 0.860. (3) The reactants are [Si:1]([O:8][C@@H:9]1[C@@:29]2([CH3:30])[C:13](=[CH:14][CH:15]=[C:16]3[C@@H:28]2[CH2:27][CH2:26][C@@:25]2([CH3:31])[C@H:17]3[CH2:18][CH:19]=[C:20]2[C:21]([OH:24])([CH3:23])[CH3:22])[CH2:12][C@@H:11]([O:32][Si:33]([C:36]([CH3:39])([CH3:38])[CH3:37])([CH3:35])[CH3:34])[CH2:10]1)([C:4]([CH3:7])([CH3:6])[CH3:5])([CH3:3])[CH3:2].[H-].[K+].C1OCCOC2C(=CC=CC=2)OCCOCCOC2C(=CC=CC=2)OC1.[O:68]1[C:70]([CH2:73][CH3:74])([CH2:71][CH3:72])[CH2:69]1. The catalyst is C1(C)C=CC=CC=1. The product is [Si:1]([O:8][C@@H:9]1[C@@:29]2([CH3:30])[C:13](=[CH:14][CH:15]=[C:16]3[C@@H:28]2[CH2:27][CH2:26][C@@:25]2([CH3:31])[C@H:17]3[CH2:18][CH:19]=[C:20]2[C:21]([O:24][CH2:69][C:70]([CH2:73][CH3:74])([OH:68])[CH2:71][CH3:72])([CH3:23])[CH3:22])[CH2:12][C@@H:11]([O:32][Si:33]([C:36]([CH3:39])([CH3:38])[CH3:37])([CH3:34])[CH3:35])[CH2:10]1)([C:4]([CH3:7])([CH3:6])[CH3:5])([CH3:3])[CH3:2].[Si:1]([O:8][C@@H:9]1[C@@:29]2([CH3:30])[C:13](=[CH:14][CH:15]=[C:16]3[C@@H:28]2[CH2:27][CH2:26][C@@:25]2([CH3:31])[C@H:17]3[CH2:18][CH:19]=[C:20]2[C:21]([OH:24])([CH3:23])[CH3:22])[CH2:12][C@@H:11]([O:32][Si:33]([C:36]([CH3:39])([CH3:38])[CH3:37])([CH3:34])[CH3:35])[CH2:10]1)([C:4]([CH3:7])([CH3:6])[CH3:5])([CH3:3])[CH3:2]. The yield is 0.100.